Task: Regression. Given a peptide amino acid sequence and an MHC pseudo amino acid sequence, predict their binding affinity value. This is MHC class II binding data.. Dataset: Peptide-MHC class II binding affinity with 134,281 pairs from IEDB The peptide sequence is LQLIRLAASLQHYGL. The MHC is HLA-DQA10301-DQB10302 with pseudo-sequence HLA-DQA10301-DQB10302. The binding affinity (normalized) is 0.192.